Dataset: Reaction yield outcomes from USPTO patents with 853,638 reactions. Task: Predict the reaction yield, written as a fraction of the theoretical maximum amount of product (1.0 means a 100% yield; for example, 0.34 means a 34% yield). (1) The reactants are [C:1]12[C:7](=[CH:8][CH:9]=[CH:10][CH:11]=1)[NH:6]C(=O)[O:4][C:2]2=O.[NH2:13][C:14]1[CH:19]=[CH:18][CH:17]=[CH:16][N:15]=1. The catalyst is O1CCOCC1. The product is [NH2:6][C:7]1[CH:8]=[CH:9][CH:10]=[CH:11][C:1]=1[C:2]([NH:13][C:14]1[CH:19]=[CH:18][CH:17]=[CH:16][N:15]=1)=[O:4]. The yield is 0.540. (2) The reactants are B(Br)(Br)Br.[NH2:5][C:6]1[C:15]2[C:10](=[CH:11][C:12]([O:16]C)=[CH:13][CH:14]=2)[CH:9]=[CH:8][N:7]=1.N. The catalyst is ClCCl. The product is [NH2:5][C:6]1[C:15]2[C:10](=[CH:11][C:12]([OH:16])=[CH:13][CH:14]=2)[CH:9]=[CH:8][N:7]=1. The yield is 0.880. (3) The yield is 0.870. The reactants are [CH3:1][C:2]([CH3:29])([CH3:28])[C@H:3]([NH:8][C:9]([C:11]1[N:12]=[C:13]([C:22]2[CH:27]=[CH:26][CH:25]=[CH:24][CH:23]=2)[N:14]2[CH2:20][CH2:19][CH2:18][N:17]([CH3:21])[CH2:16][C:15]=12)=[O:10])[C:4]([O:6]C)=[O:5].O.[OH-].[Li+]. The catalyst is C1COCC1.O. The product is [CH3:1][C:2]([CH3:29])([CH3:28])[C@H:3]([NH:8][C:9]([C:11]1[N:12]=[C:13]([C:22]2[CH:23]=[CH:24][CH:25]=[CH:26][CH:27]=2)[N:14]2[CH2:20][CH2:19][CH2:18][N:17]([CH3:21])[CH2:16][C:15]=12)=[O:10])[C:4]([OH:6])=[O:5]. (4) The reactants are CS(O[CH2:6][CH:7]1[N:16]2[C:17]3[CH:18]=[CH:19][CH:20]=[C:21]([F:24])[C:22]=3[CH:23]=[C:15]2[C:14]2[N:13]=[C:12]([Cl:25])[CH:11]=[CH:10][C:9]=2[CH2:8]1)(=O)=O.[C-:26]#[N:27].[K+]. The catalyst is CN(C=O)C.O. The product is [Cl:25][C:12]1[CH:11]=[CH:10][C:9]2[CH2:8][CH:7]([CH2:6][C:26]#[N:27])[N:16]3[C:17]4[CH:18]=[CH:19][CH:20]=[C:21]([F:24])[C:22]=4[CH:23]=[C:15]3[C:14]=2[N:13]=1. The yield is 0.730. (5) The reactants are [N:1]1[C:8](Cl)=[N:7][C:5]([Cl:6])=[N:4][C:2]=1[Cl:3].C(=O)(O)[O-].[K+].[CH:15]1([CH2:21][OH:22])[CH2:20][CH2:19][CH2:18][CH2:17][CH2:16]1. The catalyst is C1(C)C=CC=CC=1.C1OCCOCCOCCOCCOCCOC1. The product is [Cl:3][C:2]1[N:4]=[C:5]([Cl:6])[N:7]=[C:8]([O:22][CH2:21][CH:15]2[CH2:20][CH2:19][CH2:18][CH2:17][CH2:16]2)[N:1]=1. The yield is 0.990. (6) The reactants are [CH:1]([C:4]1[N:5]=[C:6]([C:9]2[CH:18]=[C:17]([O:19]CC3C=CC(OC)=CC=3)[C:16]3[C:11](=[C:12]([CH3:31])[CH:13]=[C:14]([O:29][CH3:30])[CH:15]=3)[N:10]=2)[S:7][CH:8]=1)([CH3:3])[CH3:2].[Cl-].[Cl-].[Cl-].[Cs+].[Cs+].[Cs+].[I-].[Na+].Cl. The catalyst is C(#N)C.O. The product is [OH:19][C:17]1[C:16]2[C:11](=[C:12]([CH3:31])[CH:13]=[C:14]([O:29][CH3:30])[CH:15]=2)[N:10]=[C:9]([C:6]2[S:7][CH:8]=[C:4]([CH:1]([CH3:3])[CH3:2])[N:5]=2)[CH:18]=1. The yield is 0.550. (7) The reactants are [OH-:1].[Na+].Cl.[NH2:4]O.[C:6]1([C:12]2([CH2:17][C:18]#[N:19])[O:16][CH2:15][CH2:14][O:13]2)[CH:11]=[CH:10][CH:9]=[CH:8][CH:7]=1. The catalyst is CO. The product is [OH:1][NH:19][C:18](=[NH:4])[CH2:17][C:12]1([C:6]2[CH:7]=[CH:8][CH:9]=[CH:10][CH:11]=2)[O:16][CH2:15][CH2:14][O:13]1. The yield is 0.850.